From a dataset of Reaction yield outcomes from USPTO patents with 853,638 reactions. Predict the reaction yield, written as a fraction of the theoretical maximum amount of product (1.0 means a 100% yield; for example, 0.34 means a 34% yield). (1) The reactants are [CH2:1]([N:3]1[C:11]2[C:6](=[CH:7][CH:8]=[C:9]([O:12][CH3:13])[CH:10]=2)[C:5]([C:14]#[N:15])=[C:4]1I)[CH3:2].[F:17][C:18]1[CH:23]=[CH:22][C:21]([C:24]#[CH:25])=[CH:20][CH:19]=1.CN(C=O)C.CCN(CC)CC. The catalyst is O.[Pd](Cl)Cl.C1(P(C2C=CC=CC=2)C2C=CC=CC=2)C=CC=CC=1.C1(P(C2C=CC=CC=2)C2C=CC=CC=2)C=CC=CC=1.[Cu]I. The product is [CH2:1]([N:3]1[C:11]2[C:6](=[CH:7][CH:8]=[C:9]([O:12][CH3:13])[CH:10]=2)[C:5]([C:14]#[N:15])=[C:4]1[C:25]#[C:24][C:21]1[CH:22]=[CH:23][C:18]([F:17])=[CH:19][CH:20]=1)[CH3:2]. The yield is 0.820. (2) The reactants are [C:1]([O:20][CH2:21][CH2:22][C:23]1[C:27]2[N:28]=[CH:29][N:30]=[C:31]([NH2:32])[C:26]=2[O:25][CH:24]=1)([C:14]1[CH:19]=[CH:18][CH:17]=[CH:16][CH:15]=1)([C:8]1[CH:13]=[CH:12][CH:11]=[CH:10][CH:9]=1)[C:2]1[CH:7]=[CH:6][CH:5]=[CH:4][CH:3]=1.[C:33]1([C:39]([C:47]2[CH:52]=[CH:51][CH:50]=[CH:49][CH:48]=2)([C:41]2[CH:46]=[CH:45][CH:44]=[CH:43][CH:42]=2)Cl)[CH:38]=[CH:37][CH:36]=[CH:35][CH:34]=1.CO. The catalyst is N1C=CC=CC=1. The product is [C:39]([NH:32][C:31]1[C:26]2[O:25][CH:24]=[C:23]([CH2:22][CH2:21][O:20][C:1]([C:14]3[CH:19]=[CH:18][CH:17]=[CH:16][CH:15]=3)([C:8]3[CH:9]=[CH:10][CH:11]=[CH:12][CH:13]=3)[C:2]3[CH:7]=[CH:6][CH:5]=[CH:4][CH:3]=3)[C:27]=2[N:28]=[CH:29][N:30]=1)([C:33]1[CH:38]=[CH:37][CH:36]=[CH:35][CH:34]=1)([C:47]1[CH:48]=[CH:49][CH:50]=[CH:51][CH:52]=1)[C:41]1[CH:42]=[CH:43][CH:44]=[CH:45][CH:46]=1. The yield is 0.965. (3) The reactants are C(NC(C)C)(C)C.C([Li])CCC.[Cl:13][C:14]1[CH:15]=[C:16]([CH2:20][C:21]([OH:23])=[O:22])[CH:17]=[CH:18][CH:19]=1.[C:24]1(=[O:30])[CH2:29][CH2:28][CH2:27][CH2:26][CH2:25]1. The catalyst is O1CCCC1. The product is [Cl:13][C:14]1[CH:15]=[C:16]([CH:20]([C:24]2([OH:30])[CH2:29][CH2:28][CH2:27][CH2:26][CH2:25]2)[C:21]([OH:23])=[O:22])[CH:17]=[CH:18][CH:19]=1. The yield is 0.960.